From a dataset of Forward reaction prediction with 1.9M reactions from USPTO patents (1976-2016). Predict the product of the given reaction. Given the reactants [C:1]1([CH2:7][O:8][C:9]2[CH:19]=[CH:18][C:12]3[CH2:13][CH2:14][NH:15][CH2:16][CH2:17][C:11]=3[CH:10]=2)[CH:6]=[CH:5][CH:4]=[CH:3][CH:2]=1.[C:20]1(=O)[CH2:23][CH2:22][CH2:21]1.C(O[BH-](OC(=O)C)OC(=O)C)(=O)C.[Na+].C(=O)([O-])[O-].[Na+].[Na+], predict the reaction product. The product is: [CH:20]1([N:15]2[CH2:14][CH2:13][C:12]3[CH:18]=[CH:19][C:9]([O:8][CH2:7][C:1]4[CH:2]=[CH:3][CH:4]=[CH:5][CH:6]=4)=[CH:10][C:11]=3[CH2:17][CH2:16]2)[CH2:23][CH2:22][CH2:21]1.